Dataset: Forward reaction prediction with 1.9M reactions from USPTO patents (1976-2016). Task: Predict the product of the given reaction. (1) The product is: [C:48]([O:52][C:53]([NH:55][C@@H:56]([CH2:57][CH2:58][CH2:59][NH:60][C:31]([C@H:15]1[N:14]([CH3:34])[C:13](=[O:35])[C@H:12]([CH2:36][CH2:37][CH2:38][NH:39][C:40]([O:42][C:43]([CH3:46])([CH3:45])[CH3:44])=[O:41])[NH:11][C:10](=[O:47])[C@@H:9]([NH:8][C:6]([O:5][C:1]([CH3:4])([CH3:3])[CH3:2])=[O:7])[CH2:27][C:26]2[CH:28]=[C:22]([CH:23]=[CH:24][C:25]=2[OH:29])[C:21]2=[CH:30][C:17](=[CH:18][CH:19]=[CH:20]2)[CH2:16]1)=[O:32])[C:61]([NH:63][CH2:64][CH2:65][NH:66][C:67](=[O:68])[O:69][C:70]([CH3:73])([CH3:72])[CH3:71])=[O:62])=[O:54])([CH3:51])([CH3:50])[CH3:49]. Given the reactants [C:1]([O:5][C:6]([NH:8][C@H:9]1[CH2:27][C:26]2[CH:28]=[C:22]([CH:23]=[CH:24][C:25]=2[OH:29])[C:21]2=[CH:30][C:17](=[CH:18][CH:19]=[CH:20]2)[CH2:16][C@@H:15]([C:31](O)=[O:32])[N:14]([CH3:34])[C:13](=[O:35])[C@H:12]([CH2:36][CH2:37][CH2:38][NH:39][C:40]([O:42][C:43]([CH3:46])([CH3:45])[CH3:44])=[O:41])[NH:11][C:10]1=[O:47])=[O:7])([CH3:4])([CH3:3])[CH3:2].[C:48]([O:52][C:53]([NH:55][C@H:56]([C:61]([NH:63][CH2:64][CH2:65][NH:66][C:67]([O:69][C:70]([CH3:73])([CH3:72])[CH3:71])=[O:68])=[O:62])[CH2:57][CH2:58][CH2:59][NH2:60])=[O:54])([CH3:51])([CH3:50])[CH3:49].C(Cl)CCl.C1C=CC2N(O)N=NC=2C=1, predict the reaction product. (2) Given the reactants [C:1]([NH:4][C:5]1[CH:6]=[C:7]([CH:11]=[CH:12][N:13]=1)[C:8]([OH:10])=O)(=[O:3])[CH3:2].S(Cl)(Cl)=O.N1C=CC=CC=1.[C:24]([C:28]1[N:29]=[C:30]([NH2:33])[S:31][CH:32]=1)([CH3:27])([CH3:26])[CH3:25], predict the reaction product. The product is: [C:24]([C:28]1[N:29]=[C:30]([NH:33][C:8](=[O:10])[C:7]2[CH:11]=[CH:12][N:13]=[C:5]([NH:4][C:1](=[O:3])[CH3:2])[CH:6]=2)[S:31][CH:32]=1)([CH3:27])([CH3:26])[CH3:25]. (3) Given the reactants [CH2:1]([O:3][C:4]([C@H:6]1[CH2:10][CH2:9][C@@H:8]([C:11]([O:13]CC)=[O:12])[N:7]1[CH2:16][C:17]1[CH:22]=[CH:21][CH:20]=[CH:19][CH:18]=1)=[O:5])[CH3:2].C(N)C1C=CC=CC=1, predict the reaction product. The product is: [CH2:1]([O:3][C:4]([C@H:6]1[CH2:10][CH2:9][C@@H:8]([C:11]([OH:13])=[O:12])[N:7]1[CH2:16][C:17]1[CH:18]=[CH:19][CH:20]=[CH:21][CH:22]=1)=[O:5])[CH3:2]. (4) Given the reactants Cl.[O:2]1CCO[CH:3]1[C:7]1[CH:8]=[C:9]([CH:14]2[C:27]3[CH:26]=[CH:25][C:24]4[C:19](=[N:20][CH:21]=[CH:22][CH:23]=4)[C:18]=3[NH:17][S:16](=[O:29])(=[O:28])[N:15]2[CH3:30])[CH:10]=[CH:11][C:12]=1[F:13].C([O-])([O-])=O.[K+].[K+], predict the reaction product. The product is: [F:13][C:12]1[CH:11]=[CH:10][C:9]([CH:14]2[C:27]3[CH:26]=[CH:25][C:24]4[C:19](=[N:20][CH:21]=[CH:22][CH:23]=4)[C:18]=3[NH:17][S:16](=[O:29])(=[O:28])[N:15]2[CH3:30])=[CH:8][C:7]=1[CH:3]=[O:2]. (5) Given the reactants [CH3:1][O:2][C:3](=[O:22])[CH:4]([C:9]1[C:18]2[C:13](=[CH:14][CH:15]=[C:16]([O:19][CH3:20])[N:17]=2)[N:12]=[CH:11][C:10]=1[F:21])C(OC)=O.[Cl-].[Li+].O.C(OCC)(=O)C, predict the reaction product. The product is: [CH3:1][O:2][C:3](=[O:22])[CH2:4][C:9]1[C:18]2[C:13](=[CH:14][CH:15]=[C:16]([O:19][CH3:20])[N:17]=2)[N:12]=[CH:11][C:10]=1[F:21]. (6) Given the reactants CO[C:3]([C:5]1[NH:6][C:7]2[C:12]([CH:13]=1)=[CH:11][C:10]([O:14][CH3:15])=[CH:9][CH:8]=2)=[O:4].O[NH:17][C:18](=[NH:20])[CH3:19].C(=O)([O-])[O-].[K+].[K+], predict the reaction product. The product is: [CH3:15][O:14][C:10]1[CH:11]=[C:12]2[C:7](=[CH:8][CH:9]=1)[NH:6][C:5]([C:3]1[O:4][N:20]=[C:18]([CH3:19])[N:17]=1)=[CH:13]2. (7) Given the reactants [NH2:1][C:2]1[N:7]=[CH:6][C:5]([C@@H:8]2[CH2:12][N:11]([C:13]([O:15][C:16](C)(C)C)=O)[C@H:10](CO)[CH2:9]2)=[CH:4][C:3]=1[C:22]1[CH:27]=[CH:26][C:25]([C:28](=[O:40])[NH:29][C@@H:30]([C:33]2[CH:38]=[CH:37][CH:36]=[C:35]([Cl:39])[CH:34]=2)[CH2:31][OH:32])=[C:24]([F:41])[CH:23]=1.CCN(C(C)C)C(C)C.C(C1NC=CN=1)(C1NC=CN=1)=[S:52], predict the reaction product. The product is: [NH2:1][C:2]1[C:3]([C:22]2[CH:27]=[CH:26][C:25]([C:28]([NH:29][C@@H:30]([C:33]3[CH:38]=[CH:37][CH:36]=[C:35]([Cl:39])[CH:34]=3)[CH2:31][OH:32])=[O:40])=[C:24]([F:41])[CH:23]=2)=[CH:4][C:5]([C@@H:8]2[CH2:12][N:11]3[C:13](=[S:52])[O:15][CH2:16][C@@H:10]3[CH2:9]2)=[CH:6][N:7]=1. (8) Given the reactants Br[CH2:2][C:3]1[CH:12]=[CH:11][C:6]([C:7]([O:9][CH3:10])=[O:8])=[CH:5][CH:4]=1.C([O-])([O-])=O.[Cs+].[Cs+].[Cl:19][C:20]1[CH:25]=[CH:24][C:23]([S:26]([NH:29][C@H:30]([C:33]2[CH:38]=[CH:37][CH:36]=[CH:35][CH:34]=2)[CH2:31][CH3:32])(=[O:28])=[O:27])=[CH:22][CH:21]=1, predict the reaction product. The product is: [Cl:19][C:20]1[CH:25]=[CH:24][C:23]([S:26]([N:29]([CH2:2][C:3]2[CH:12]=[CH:11][C:6]([C:7]([O:9][CH3:10])=[O:8])=[CH:5][CH:4]=2)[C@H:30]([C:33]2[CH:34]=[CH:35][CH:36]=[CH:37][CH:38]=2)[CH2:31][CH3:32])(=[O:28])=[O:27])=[CH:22][CH:21]=1. (9) Given the reactants [C:1]([C:5]1[CH:30]=[CH:29][C:8]([C:9]([NH:11][C:12]2[CH:27]=[CH:26][C:25]([F:28])=[CH:24][C:13]=2[C:14]([NH:16][C:17]2[CH:22]=[CH:21][C:20]([Cl:23])=[CH:19][N:18]=2)=[O:15])=[O:10])=[C:7]([O:31][CH:32]2[CH2:37][CH2:36][NH:35][CH2:34][CH2:33]2)[CH:6]=1)([CH3:4])([CH3:3])[CH3:2].C=O.[C:40](O)(=O)C, predict the reaction product. The product is: [C:1]([C:5]1[CH:30]=[CH:29][C:8]([C:9]([NH:11][C:12]2[CH:27]=[CH:26][C:25]([F:28])=[CH:24][C:13]=2[C:14]([NH:16][C:17]2[CH:22]=[CH:21][C:20]([Cl:23])=[CH:19][N:18]=2)=[O:15])=[O:10])=[C:7]([O:31][CH:32]2[CH2:37][CH2:36][N:35]([CH3:40])[CH2:34][CH2:33]2)[CH:6]=1)([CH3:4])([CH3:2])[CH3:3].